From a dataset of Catalyst prediction with 721,799 reactions and 888 catalyst types from USPTO. Predict which catalyst facilitates the given reaction. Reactant: [OH:1][CH:2]1[CH2:7][CH2:6][CH:5]([C:8]([OH:10])=O)[CH2:4][CH2:3]1.Cl.[CH3:12][NH:13][O:14][CH3:15].Cl.CN(C)CCCN=C=NCC.ON1C2C=CC=CC=2N=N1.C(N(CC)C(C)C)(C)C. Product: [OH:1][CH:2]1[CH2:3][CH2:4][CH:5]([C:8]([N:13]([O:14][CH3:15])[CH3:12])=[O:10])[CH2:6][CH2:7]1. The catalyst class is: 46.